From a dataset of Forward reaction prediction with 1.9M reactions from USPTO patents (1976-2016). Predict the product of the given reaction. (1) Given the reactants [NH2:1][C:2]1[CH:3]=[C:4]([C:8]2[S:12][C:11]([C:13]3[CH:14]=[C:15]4[C:19](=[CH:20][CH:21]=3)[C:18](=[O:22])[N:17]([CH3:23])[CH2:16]4)=[CH:10][CH:9]=2)[CH:5]=[N:6][CH:7]=1.[F:24][C:25]1[CH:26]=[C:27]([S:31](Cl)(=[O:33])=[O:32])[CH:28]=[CH:29][CH:30]=1, predict the reaction product. The product is: [F:24][C:25]1[CH:26]=[C:27]([S:31]([NH:1][C:2]2[CH:7]=[N:6][CH:5]=[C:4]([C:8]3[S:12][C:11]([C:13]4[CH:14]=[C:15]5[C:19](=[CH:20][CH:21]=4)[C:18](=[O:22])[N:17]([CH3:23])[CH2:16]5)=[CH:10][CH:9]=3)[CH:3]=2)(=[O:33])=[O:32])[CH:28]=[CH:29][CH:30]=1. (2) Given the reactants [OH:1][C@H:2]([C:11]1[CH:20]=[CH:19][C:14]2[C:15](=[O:18])[O:16][CH2:17][C:13]=2[C:12]=1[CH3:21])[CH2:3][N:4]1[CH2:9][CH2:8][NH:7][C:6](=[O:10])[CH2:5]1.Cl[C:23]1[N:28]=[C:27]2[S:29][C:30]([C:32]#[N:33])=[CH:31][C:26]2=[CH:25][CH:24]=1.CC1(C)C2C(=C(P(C3C=CC=CC=3)C3C=CC=CC=3)C=CC=2)OC2C(P(C3C=CC=CC=3)C3C=CC=CC=3)=CC=CC1=2.C([O-])([O-])=O.[Cs+].[Cs+], predict the reaction product. The product is: [OH:1][C@H:2]([C:11]1[CH:20]=[CH:19][C:14]2[C:15](=[O:18])[O:16][CH2:17][C:13]=2[C:12]=1[CH3:21])[CH2:3][N:4]1[CH2:9][CH2:8][N:7]([C:23]2[N:28]=[C:27]3[S:29][C:30]([C:32]#[N:33])=[CH:31][C:26]3=[CH:25][CH:24]=2)[C:6](=[O:10])[CH2:5]1.